Dataset: Reaction yield outcomes from USPTO patents with 853,638 reactions. Task: Predict the reaction yield, written as a fraction of the theoretical maximum amount of product (1.0 means a 100% yield; for example, 0.34 means a 34% yield). (1) The reactants are [F:1][C:2]([F:11])([F:10])[C:3]1[CH:4]=[C:5]([SH:9])[CH:6]=[CH:7][CH:8]=1.Br[C:13]([CH3:20])([CH3:19])[C:14]([O:16][CH2:17][CH3:18])=[O:15].C([O-])([O-])=O.[K+].[K+]. The catalyst is CC#N. The product is [CH3:19][C:13]([S:9][C:5]1[CH:6]=[CH:7][CH:8]=[C:3]([C:2]([F:1])([F:10])[F:11])[CH:4]=1)([CH3:20])[C:14]([O:16][CH2:17][CH3:18])=[O:15]. The yield is 0.850. (2) The reactants are Cl[C:2]1[N:17]=[CH:16][CH:15]=[CH:14][C:3]=1[C:4]([NH:6][C:7]1[CH:12]=[CH:11][CH:10]=[CH:9][C:8]=1[OH:13])=[O:5].[OH-].[Na+]. The catalyst is CN(C=O)C. The product is [N:17]1[C:2]2[O:13][C:8]3[CH:9]=[CH:10][CH:11]=[CH:12][C:7]=3[NH:6][C:4](=[O:5])[C:3]=2[CH:14]=[CH:15][CH:16]=1. The yield is 0.580. (3) The reactants are [CH:1]([O:4][C:5](=[O:30])[NH:6][C:7]1[CH:12]=[CH:11][C:10]([C:13]2[N:14]([CH2:26][CH:27]3[CH2:29][CH2:28]3)[C:15]3[C:20]([C:21]=2I)=[CH:19][CH:18]=[C:17]([O:23][CH2:24][CH3:25])[CH:16]=3)=[CH:9][CH:8]=1)([CH3:3])[CH3:2].[CH:31]1([C:34]#[CH:35])[CH2:33][CH2:32]1.C(N(CC)CC)C.CN(C=O)C. The catalyst is CCOC(C)=O.Cl[Pd](Cl)([P](C1C=CC=CC=1)(C1C=CC=CC=1)C1C=CC=CC=1)[P](C1C=CC=CC=1)(C1C=CC=CC=1)C1C=CC=CC=1.[Cu]I. The product is [CH:1]([O:4][C:5](=[O:30])[NH:6][C:7]1[CH:12]=[CH:11][C:10]([C:13]2[N:14]([CH2:26][CH:27]3[CH2:29][CH2:28]3)[C:15]3[C:20]([C:21]=2[C:35]#[C:34][CH:31]2[CH2:33][CH2:32]2)=[CH:19][CH:18]=[C:17]([O:23][CH2:24][CH3:25])[CH:16]=3)=[CH:9][CH:8]=1)([CH3:3])[CH3:2]. The yield is 0.240.